From a dataset of Forward reaction prediction with 1.9M reactions from USPTO patents (1976-2016). Predict the product of the given reaction. (1) Given the reactants C([O:8][C:9]1[CH:10]=[C:11]2[C:16](=[CH:17][C:18]=1[O:19][CH3:20])[N:15]=[CH:14][C:13]([C:21]#[N:22])=[C:12]2[CH3:23])C1C=CC=CC=1.C1(SC)C=CC=CC=1, predict the reaction product. The product is: [OH:8][C:9]1[CH:10]=[C:11]2[C:16](=[CH:17][C:18]=1[O:19][CH3:20])[N:15]=[CH:14][C:13]([C:21]#[N:22])=[C:12]2[CH3:23]. (2) Given the reactants [Mg+2:1].[Br-:2].[Br-].[C:4]([O:10][CH2:11][CH3:12])(=[O:9])[CH2:5][C:6]([CH3:8])=[O:7], predict the reaction product. The product is: [Mg+2:1].[Br-:2].[Br-:2].[C:4]([O:10][CH2:11][CH3:12])(=[O:9])[CH2:5][C:6]([CH3:8])=[O:7]. (3) Given the reactants [N:1]([O-:3])=O.[Na+].[N:5]1[C:10]2[NH:11][C:12]3[CH:20]=[CH:19][N:18]=[CH:17][C:13]=3[CH2:14][C:15](=[O:16])[C:9]=2[CH:8]=[CH:7][CH:6]=1, predict the reaction product. The product is: [N:5]1[C:10]2[NH:11][C:12]3[CH:20]=[CH:19][N:18]=[CH:17][C:13]=3[C:14](=[N:1][OH:3])[C:15](=[O:16])[C:9]=2[CH:8]=[CH:7][CH:6]=1.